Task: Regression. Given a peptide amino acid sequence and an MHC pseudo amino acid sequence, predict their binding affinity value. This is MHC class I binding data.. Dataset: Peptide-MHC class I binding affinity with 185,985 pairs from IEDB/IMGT (1) The peptide sequence is YNIDRLNAL. The MHC is HLA-B15:17 with pseudo-sequence HLA-B15:17. The binding affinity (normalized) is 0.359. (2) The peptide sequence is FQPQNYQFI. The MHC is H-2-Kb with pseudo-sequence H-2-Kb. The binding affinity (normalized) is 0.0258. (3) The peptide sequence is LNMFVSDQV. The MHC is HLA-A68:02 with pseudo-sequence HLA-A68:02. The binding affinity (normalized) is 0.821.